From a dataset of Forward reaction prediction with 1.9M reactions from USPTO patents (1976-2016). Predict the product of the given reaction. (1) Given the reactants [N:1]1([CH2:7][C:8]2[CH:13]=[CH:12][C:11]([NH:14][C:15](=[S:38])[NH:16][NH:17][C:18](=O)[C:19]3[CH:24]=[C:23]([CH2:25][C:26]#[C:27][CH3:28])[C:22]([O:29][CH2:30][O:31][CH3:32])=[CH:21][C:20]=3[O:33][CH2:34][O:35][CH3:36])=[CH:10][CH:9]=2)[CH2:6][CH2:5][O:4][CH2:3][CH2:2]1.[OH-].[Na+], predict the reaction product. The product is: [CH2:25]([C:23]1[C:22]([O:29][CH2:30][O:31][CH3:32])=[CH:21][C:20]([O:33][CH2:34][O:35][CH3:36])=[C:19]([C:18]2[N:14]([C:11]3[CH:12]=[CH:13][C:8]([CH2:7][N:1]4[CH2:6][CH2:5][O:4][CH2:3][CH2:2]4)=[CH:9][CH:10]=3)[C:15](=[S:38])[NH:16][N:17]=2)[CH:24]=1)[C:26]#[C:27][CH3:28]. (2) Given the reactants [Br:1][C:2]1[CH:3]=[C:4]([OH:8])[CH:5]=[CH:6][CH:7]=1.FC(F)(F)S(O[Si:15]([CH:22]([CH3:24])[CH3:23])([CH:19]([CH3:21])[CH3:20])[CH:16]([CH3:18])[CH3:17])(=O)=O.N1C(C)=CC=CC=1C, predict the reaction product. The product is: [Br:1][C:2]1[CH:7]=[CH:6][CH:5]=[C:4]([O:8][Si:15]([CH:22]([CH3:24])[CH3:23])([CH:19]([CH3:21])[CH3:20])[CH:16]([CH3:18])[CH3:17])[CH:3]=1. (3) Given the reactants C(OC([N:8]1[CH2:11][C:10]2([C:15](=[N:16][O:17][CH3:18])[CH2:14][N:13]([C:19]3[C:28]([Cl:29])=[C:27]4[C:22]([C:23](=[O:36])[C:24]([C:33]([OH:35])=[O:34])=[CH:25][N:26]4[CH:30]4[CH2:32][CH2:31]4)=[CH:21][C:20]=3[F:37])[CH2:12]2)[CH2:9]1)=O)(C)(C)C.FC(F)(F)C(O)=O.N1C=CC=CC=1.O, predict the reaction product. The product is: [CH:30]1([N:26]2[C:27]3[C:22](=[CH:21][C:20]([F:37])=[C:19]([N:13]4[CH2:14][C:15](=[N:16][O:17][CH3:18])[C:10]5([CH2:11][NH:8][CH2:9]5)[CH2:12]4)[C:28]=3[Cl:29])[C:23](=[O:36])[C:24]([C:33]([OH:35])=[O:34])=[CH:25]2)[CH2:31][CH2:32]1. (4) Given the reactants [CH:1]([C@@H:3]([NH:8][C:9](=[O:15])[O:10][C:11]([CH3:14])([CH3:13])[CH3:12])[CH2:4][CH2:5][CH2:6][CH3:7])=[O:2].O.CC(C)(O)[C:19]#[N:20].[C-]#N.[K+], predict the reaction product. The product is: [C:19]([CH:1]([OH:2])[C@@H:3]([NH:8][C:9](=[O:15])[O:10][C:11]([CH3:14])([CH3:13])[CH3:12])[CH2:4][CH2:5][CH2:6][CH3:7])#[N:20].